Predict the reactants needed to synthesize the given product. From a dataset of Full USPTO retrosynthesis dataset with 1.9M reactions from patents (1976-2016). (1) The reactants are: [CH3:1][N:2]1[CH2:7][CH2:6][N:5]([C:8]2[CH:9]=[CH:10][C:11]([O:18][C:19]([F:22])([F:21])[F:20])=[C:12]([NH:14]C(=O)C)[CH:13]=2)[CH2:4][CH2:3]1.[ClH:23]. Given the product [ClH:23].[ClH:23].[ClH:23].[CH3:1][N:2]1[CH2:7][CH2:6][N:5]([C:8]2[CH:9]=[CH:10][C:11]([O:18][C:19]([F:22])([F:20])[F:21])=[C:12]([NH2:14])[CH:13]=2)[CH2:4][CH2:3]1, predict the reactants needed to synthesize it. (2) Given the product [CH3:1][C:2]1[CH:3]=[C:4]([CH:8]=[C:9]([NH:11][C:12](=[O:17])[C:13]([CH3:16])([CH3:15])[CH3:14])[N:10]=1)[C:5]([NH:30][CH2:29][C:26]1[CH:27]=[N:28][C:23]([O:22][CH2:21][C:20]([F:32])([F:19])[F:31])=[CH:24][CH:25]=1)=[O:7], predict the reactants needed to synthesize it. The reactants are: [CH3:1][C:2]1[CH:3]=[C:4]([CH:8]=[C:9]([NH:11][C:12](=[O:17])[C:13]([CH3:16])([CH3:15])[CH3:14])[N:10]=1)[C:5]([OH:7])=O.Cl.[F:19][C:20]([F:32])([F:31])[CH2:21][O:22][C:23]1[N:28]=[CH:27][C:26]([CH2:29][NH2:30])=[CH:25][CH:24]=1. (3) Given the product [CH:26]([NH:29][C:30](=[O:48])[CH2:31][O:32][C:33]1[CH:34]=[CH:35][CH:36]=[C:37]([C:2]2[N:7]=[C:6]([N:8]3[CH2:13][CH2:12][CH:11]([C:14]4[CH:19]=[CH:18][N:17]=[CH:16][CH:15]=4)[CH2:10][CH2:9]3)[CH:5]=[CH:4][N:3]=2)[CH:38]=1)([CH3:28])[CH3:27], predict the reactants needed to synthesize it. The reactants are: Cl[C:2]1[N:7]=[C:6]([N:8]2[CH2:13][CH2:12][CH:11]([C:14]3[CH:19]=[CH:18][N:17]=[CH:16][CH:15]=3)[CH2:10][CH2:9]2)[CH:5]=[CH:4][N:3]=1.C([O-])([O-])=O.[Na+].[Na+].[CH:26]([NH:29][C:30](=[O:48])[CH2:31][O:32][C:33]1[CH:38]=[CH:37][CH:36]=[C:35](B2OC(C)(C)C(C)(C)O2)[CH:34]=1)([CH3:28])[CH3:27]. (4) Given the product [C:11]1([C:2]2[CH:10]=[CH:9][CH:8]=[C:7]3[C:3]=2[CH:4]=[CH:5][NH:6]3)[CH:16]=[CH:15][CH:14]=[CH:13][CH:12]=1, predict the reactants needed to synthesize it. The reactants are: Br[C:2]1[CH:10]=[CH:9][CH:8]=[C:7]2[C:3]=1[CH:4]=[CH:5][NH:6]2.[C:11]1(B(O)O)[CH:16]=[CH:15][CH:14]=[CH:13][CH:12]=1.C(=O)([O-])[O-].[K+].[K+]. (5) Given the product [CH2:24]([O:25][C:4]1[CH:12]=[CH:11][CH:10]=[C:9]([NH:13][C:14]2[C:19]([CH3:20])=[CH:18][C:17]([CH3:21])=[CH:16][C:15]=2[CH3:22])[C:5]=1[C:6]([OH:8])=[O:7])[CH3:23], predict the reactants needed to synthesize it. The reactants are: [H-].[Na+].Br[C:4]1[CH:12]=[CH:11][CH:10]=[C:9]([NH:13][C:14]2[C:19]([CH3:20])=[CH:18][C:17]([CH3:21])=[CH:16][C:15]=2[CH3:22])[C:5]=1[C:6]([OH:8])=[O:7].[CH3:23][CH2:24][OH:25].